From a dataset of Full USPTO retrosynthesis dataset with 1.9M reactions from patents (1976-2016). Predict the reactants needed to synthesize the given product. (1) Given the product [Cl:1][C:2]1[CH:3]=[CH:4][C:5]([O:25][CH3:26])=[C:6]([C:8]2[C:12]([NH:13][C:14]([C:16]3[CH:11]=[N:10][N:9]4[CH:8]=[CH:6][CH:22]=[N:23][C:24]=34)=[O:15])=[CH:11][N:10]([CH:30]([F:36])[C:31]([OH:33])=[O:32])[N:9]=2)[CH:7]=1, predict the reactants needed to synthesize it. The reactants are: [Cl:1][C:2]1[CH:3]=[CH:4][C:5]([O:25][CH3:26])=[C:6]([C:8]2[C:12]([NH:13][C:14]([C:16]3[C:24]4[N:23]=[CH:22]N=CC=4NN=3)=[O:15])=[CH:11][NH:10][N:9]=2)[CH:7]=1.[H-].[Na+].Br[CH:30]([F:36])[C:31]([O:33]CC)=[O:32]. (2) Given the product [C:14]([N:11]1[CH2:10][CH2:9][N:8]([C:5]2[CH:4]=[CH:3][C:2]([O:1][CH2:42][C:36]3[C:35]([C:30]4[CH:31]=[CH:32][CH:33]=[C:34]5[C:29]=4[NH:28][C:27]([C:44]([O:46][CH2:47][CH3:48])=[O:45])=[C:26]5[CH2:25][CH2:24][CH2:23][O:22][C:21]4[CH:49]=[C:50]([CH3:51])[C:18]([Cl:17])=[C:19]([CH3:52])[CH:20]=4)=[C:39]([CH3:40])[N:38]([CH3:41])[N:37]=3)=[CH:7][CH:6]=2)[CH2:13][CH2:12]1)(=[O:16])[CH3:15], predict the reactants needed to synthesize it. The reactants are: [OH:1][C:2]1[CH:7]=[CH:6][C:5]([N:8]2[CH2:13][CH2:12][N:11]([C:14](=[O:16])[CH3:15])[CH2:10][CH2:9]2)=[CH:4][CH:3]=1.[Cl:17][C:18]1[C:50]([CH3:51])=[CH:49][C:21]([O:22][CH2:23][CH2:24][CH2:25][C:26]2[C:34]3[C:29](=[C:30]([C:35]4[C:36]([CH2:42]O)=[N:37][N:38]([CH3:41])[C:39]=4[CH3:40])[CH:31]=[CH:32][CH:33]=3)[NH:28][C:27]=2[C:44]([O:46][CH2:47][CH3:48])=[O:45])=[CH:20][C:19]=1[CH3:52].